Dataset: Full USPTO retrosynthesis dataset with 1.9M reactions from patents (1976-2016). Task: Predict the reactants needed to synthesize the given product. (1) The reactants are: [CH2:1]([O:5][C:6]1[N:14]=[C:13]2[C:9]([N:10]=[C:11]([O:23]C)[N:12]2[CH2:15][CH2:16][CH:17]2[CH2:22][CH2:21][CH2:20][NH:19][CH2:18]2)=[C:8]([NH2:25])[N:7]=1)[CH2:2][CH2:3][CH3:4].I[CH2:27][CH2:28][CH2:29][CH3:30]. Given the product [NH2:25][C:8]1[N:7]=[C:6]([O:5][CH2:1][CH2:2][CH2:3][CH3:4])[N:14]=[C:13]2[C:9]=1[NH:10][C:11](=[O:23])[N:12]2[CH2:15][CH2:16][CH:17]1[CH2:22][CH2:21][CH2:20][N:19]([CH2:27][CH2:28][CH2:29][CH3:30])[CH2:18]1, predict the reactants needed to synthesize it. (2) The reactants are: C(OC([N:8]1[CH2:12][C:11](=[N:13][O:14][CH3:15])[CH2:10][C@H:9]1[C:16]([OH:18])=O)=O)(C)(C)C.[C:19]1([C:29]2[CH:34]=[CH:33][CH:32]=[CH:31][CH:30]=2)[CH:24]=[CH:23][C:22]([S:25](Cl)(=[O:27])=[O:26])=[CH:21][CH:20]=1.[NH2:35][CH2:36][CH:37]([C:39]1[CH:48]=[CH:47][C:46]2[C:41](=[CH:42][CH:43]=[CH:44][CH:45]=2)[CH:40]=1)[OH:38]. Given the product [C:19]1([C:29]2[CH:34]=[CH:33][CH:32]=[CH:31][CH:30]=2)[CH:24]=[CH:23][C:22]([S:25]([N:8]2[CH2:12][C:11](=[N:13][O:14][CH3:15])[CH2:10][C@H:9]2[C:16]([NH:35][CH2:36][CH:37]([OH:38])[C:39]2[CH:48]=[CH:47][C:46]3[C:41](=[CH:42][CH:43]=[CH:44][CH:45]=3)[CH:40]=2)=[O:18])(=[O:27])=[O:26])=[CH:21][CH:20]=1, predict the reactants needed to synthesize it.